This data is from Catalyst prediction with 721,799 reactions and 888 catalyst types from USPTO. The task is: Predict which catalyst facilitates the given reaction. (1) Reactant: [CH:1]([N:4]1[C:8]2[CH:9]=[CH:10][C:11]([C:13](O)=[O:14])=[CH:12][C:7]=2[N:6]=[C:5]1[NH:16][C:17]1[S:18][C:19]2[CH:25]=[C:24]([O:26][C:27]([F:30])([F:29])[F:28])[CH:23]=[CH:22][C:20]=2[N:21]=1)([CH3:3])[CH3:2].CN.[CH3:33][N:34](C(ON1N=NC2C=CC=CC1=2)=[N+](C)C)C.F[P-](F)(F)(F)(F)F.CCN(C(C)C)C(C)C. Product: [CH3:33][NH:34][C:13]([C:11]1[CH:10]=[CH:9][C:8]2[N:4]([CH:1]([CH3:3])[CH3:2])[C:5]([NH:16][C:17]3[S:18][C:19]4[CH:25]=[C:24]([O:26][C:27]([F:28])([F:29])[F:30])[CH:23]=[CH:22][C:20]=4[N:21]=3)=[N:6][C:7]=2[CH:12]=1)=[O:14]. The catalyst class is: 3. (2) Reactant: [F:1][C:2]([F:16])([F:15])[C:3]1[CH:14]=[CH:13][C:6]2[S:7][C:8]([C:10]([OH:12])=[O:11])=[CH:9][C:5]=2[CH:4]=1.[CH2:17]([NH2:29])[CH2:18][CH2:19][CH2:20][CH2:21][CH2:22][CH2:23][CH2:24][CH2:25][CH2:26][CH2:27][CH3:28]. Product: [F:16][C:2]([F:1])([F:15])[C:3]1[CH:14]=[CH:13][C:6]2[S:7][C:8]([C:10]([O-:12])=[O:11])=[CH:9][C:5]=2[CH:4]=1.[CH2:17]([NH3+:29])[CH2:18][CH2:19][CH2:20][CH2:21][CH2:22][CH2:23][CH2:24][CH2:25][CH2:26][CH2:27][CH3:28]. The catalyst class is: 310. (3) Reactant: C1(C)C=CC(S([NH:10][C:11]2[CH:48]=[CH:47][N:14]([C@@H:15]3[O:46][C@H:20]([CH2:21][O:22][C:23]([C:40]4[CH:45]=[CH:44][CH:43]=[CH:42][CH:41]=4)([C:32]4[CH:37]=[CH:36][C:35]([O:38][CH3:39])=[CH:34][CH:33]=4)[C:24]4[CH:29]=[CH:28][C:27]([O:30][CH3:31])=[CH:26][CH:25]=4)[C@@H:18]([OH:19])[C@H:16]3[OH:17])[C:13](=[O:49])[N:12]=2)(=O)=O)=CC=1.N1C=CC=CC=1.[CH2:57]([CH2:62][O:63][CH2:64][CH2:65]N)[O:58][CH2:59][CH2:60][NH2:61].CN. Product: [NH2:61][CH2:60][CH2:59][O:58][CH2:57][CH2:62][O:63][CH2:64][CH2:65][NH:10][C:11]1[CH:48]=[CH:47][N:14]([C@@H:15]2[O:46][C@H:20]([CH2:21][O:22][C:23]([C:40]3[CH:45]=[CH:44][CH:43]=[CH:42][CH:41]=3)([C:32]3[CH:33]=[CH:34][C:35]([O:38][CH3:39])=[CH:36][CH:37]=3)[C:24]3[CH:25]=[CH:26][C:27]([O:30][CH3:31])=[CH:28][CH:29]=3)[C@@H:18]([OH:19])[C@H:16]2[OH:17])[C:13](=[O:49])[N:12]=1. The catalyst class is: 72. (4) Reactant: [CH:1]([CH:3]1[CH2:8][CH2:7][CH2:6][N:5]([C:9]2[N:10]=[C:11]3[CH:25]=[C:24]([CH2:26][CH2:27][C:28]4[S:29][CH:30]=[C:31]([CH:33]([CH3:35])[CH3:34])[N:32]=4)[CH:23]=[CH:22][N:12]3[C:13](=O)[C:14]=2/[CH:15]=[CH:16]/[C:17]([O:19][CH3:20])=[O:18])[CH2:4]1)=[O:2]. Product: [CH:1]([CH:3]1[CH2:8][CH2:7][CH2:6][N:5]([C:9]2[N:10]=[C:11]3[CH:25]=[C:24]([CH2:26][CH2:27][C:28]4[S:29][CH:30]=[C:31]([CH:33]([CH3:35])[CH3:34])[N:32]=4)[CH:23]=[CH:22][N:12]3[CH2:13][C:14]=2[CH2:15][CH2:16][C:17]([O:19][CH3:20])=[O:18])[CH2:4]1)=[O:2]. The catalyst class is: 29.